This data is from Volume of distribution at steady state (VDss) regression data from Lombardo et al.. The task is: Regression/Classification. Given a drug SMILES string, predict its absorption, distribution, metabolism, or excretion properties. Task type varies by dataset: regression for continuous measurements (e.g., permeability, clearance, half-life) or binary classification for categorical outcomes (e.g., BBB penetration, CYP inhibition). For this dataset (vdss_lombardo), we predict log10(VDss) (log10 of volume of distribution in L/kg). (1) The molecule is CC(=O)C1(O)Cc2c(O)c3c(c(O)c2C(OC2CC([NH3+])C(O)C(C)O2)C1)C(=O)c1ccccc1C3=O. The log10(VDss) is 1.58. (2) The drug is O=P(NCCCl)(NCCCl)OC1OC(CO)C(O)C(O)C1O. The log10(VDss) is -0.620. (3) The compound is CC[NH+](CC)CCNC(=O)c1cc(S(C)(=O)=O)ccc1OC. The log10(VDss) is 0.0400. (4) The compound is OCC(O)C(O)C(O)C(O)CO. The log10(VDss) is -0.620. (5) The compound is CC1OC(OC2C(CO)OC(OC(C(O)CO)C(O)C(O)C=O)C(O)C2O)C(O)C(O)C1NC1C=C(CO)C(O)C(O)C1O. The log10(VDss) is -0.490. (6) The molecule is O=C1c2c(O)ccc(O)c2C(=O)c2c(NCC[NH2+]CCO)ccc(NCC[NH2+]CCO)c21. The log10(VDss) is 1.08.